Dataset: Full USPTO retrosynthesis dataset with 1.9M reactions from patents (1976-2016). Task: Predict the reactants needed to synthesize the given product. (1) Given the product [C:1]([NH:4][C@@H:5]1[CH2:10][C@H:9]([NH:33][C:29]([CH3:32])([CH3:31])[CH3:30])[CH2:8][CH2:7][C@@H:6]1[N:12]1[CH2:16][CH2:15][C@H:14]([NH:17][C:18](=[O:27])[O:19][CH2:20][C:21]2[CH:22]=[CH:23][CH:24]=[CH:25][CH:26]=2)[C:13]1=[O:28])(=[O:3])[CH3:2], predict the reactants needed to synthesize it. The reactants are: [C:1]([NH:4][C@@H:5]1[CH2:10][C:9](=O)[CH2:8][CH2:7][C@@H:6]1[N:12]1[CH2:16][CH2:15][C@H:14]([NH:17][C:18](=[O:27])[O:19][CH2:20][C:21]2[CH:26]=[CH:25][CH:24]=[CH:23][CH:22]=2)[C:13]1=[O:28])(=[O:3])[CH3:2].[C:29]([NH2:33])([CH3:32])([CH3:31])[CH3:30].S(C)C. (2) Given the product [Br:33][C:12]1[N:4]([CH:1]([CH3:3])[CH3:2])[C:5]2[C:10]([N:11]=1)=[C:9]([C:13]1[CH:14]=[N:15][C:16]([NH2:19])=[N:17][CH:18]=1)[N:8]=[C:7]([N:20]1[CH2:25][CH2:24][O:23][CH2:22][CH2:21]1)[N:6]=2, predict the reactants needed to synthesize it. The reactants are: [CH:1]([N:4]1[CH:12]=[N:11][C:10]2[C:5]1=[N:6][C:7]([N:20]1[CH2:25][CH2:24][O:23][CH2:22][CH2:21]1)=[N:8][C:9]=2[C:13]1[CH:14]=[N:15][C:16]([NH2:19])=[N:17][CH:18]=1)([CH3:3])[CH3:2].C1C(=O)N([Br:33])C(=O)C1. (3) Given the product [CH3:1][C:2]1[CH:11]=[C:10]([CH3:12])[C:9]2[CH2:8][CH2:7][CH2:6][CH2:5][C:4]=2[C:3]=1[N:13]1[C:17]([C:18]([F:21])([F:20])[F:19])=[N:16][N:15]=[C:14]1[S:22][CH2:24][C:25]([O:27][CH2:28][CH3:29])=[O:26], predict the reactants needed to synthesize it. The reactants are: [CH3:1][C:2]1[CH:11]=[C:10]([CH3:12])[C:9]2[CH2:8][CH2:7][CH2:6][CH2:5][C:4]=2[C:3]=1[N:13]1[C:17]([C:18]([F:21])([F:20])[F:19])=[N:16][N:15]=[C:14]1[SH:22].Br[CH2:24][C:25]([O:27][CH2:28][CH3:29])=[O:26].C(=O)([O-])[O-].[K+].[K+].CN(C=O)C. (4) Given the product [CH3:26][N:23]1[CH2:24][CH2:25][N:20]([C:19]2[C:14]3[N:15]([C:11]([C:9]4[CH:8]=[CH:7][N:6]=[C:5]([NH:33][CH2:32][C:29]5[CH:30]=[CH:31][S:27][CH:28]=5)[N:10]=4)=[CH:12][N:13]=3)[CH:16]=[CH:17][N:18]=2)[CH2:21][CH2:22]1, predict the reactants needed to synthesize it. The reactants are: CS([C:5]1[N:10]=[C:9]([C:11]2[N:15]3[CH:16]=[CH:17][N:18]=[C:19]([N:20]4[CH2:25][CH2:24][N:23]([CH3:26])[CH2:22][CH2:21]4)[C:14]3=[N:13][CH:12]=2)[CH:8]=[CH:7][N:6]=1)(=O)=O.[S:27]1[CH:31]=[CH:30][C:29]([CH2:32][NH2:33])=[CH:28]1. (5) Given the product [CH2:41]([N:38]1[N:39]=[N:40][C:36]([C:33]2[CH:32]=[CH:31][C:30]([C:11]([C:15]3[CH:16]=[CH:17][C:18]([C:21](=[O:29])[CH:22]([C:23]4[CH:28]=[CH:27][CH:26]=[CH:25][N:24]=4)[CH2:1][CH3:2])=[CH:19][CH:20]=3)([CH3:10])[CH:12]([CH3:14])[CH3:13])=[CH:35][CH:34]=2)=[N:37]1)[CH3:42], predict the reactants needed to synthesize it. The reactants are: [CH2:1](I)[CH3:2].C(=O)([O-])[O-].[K+].[K+].[CH3:10][C:11]([C:30]1[CH:35]=[CH:34][C:33]([C:36]2[N-:40][N:39]=[N:38][N:37]=2)=[CH:32][CH:31]=1)([C:15]1[CH:20]=[CH:19][C:18]([C:21](=[O:29])[CH2:22][C:23]2[CH:28]=[CH:27][CH:26]=[CH:25][N:24]=2)=[CH:17][CH:16]=1)[CH:12]([CH3:14])[CH3:13].[CH3:41][CH2:42]OC(C)=O. (6) Given the product [F:18][C:2]1([F:1])[C@H:6]2[C@@:7]([C:11]3[CH:16]=[CH:15][CH:14]=[CH:13][C:12]=3[F:17])([CH3:10])[NH:8][O:9][C@H:5]2[CH2:4][CH2:3]1, predict the reactants needed to synthesize it. The reactants are: [F:1][C:2]1([F:18])[CH:6]2[C:7]([C:11]3[CH:16]=[CH:15][CH:14]=[CH:13][C:12]=3[F:17])([CH3:10])[NH:8][O:9][CH:5]2[CH2:4][CH2:3]1.CCCCCCC. (7) Given the product [F:1][C:2]1[CH:7]=[N:6][C:5]2[NH:8][CH2:9][C:10](=[O:11])[NH:14][C:4]=2[CH:3]=1, predict the reactants needed to synthesize it. The reactants are: [F:1][C:2]1[CH:3]=[C:4]([N+:14]([O-])=O)[C:5]([NH:8][CH2:9][C:10](OC)=[O:11])=[N:6][CH:7]=1. (8) Given the product [CH:8]1([CH2:11][N:12]2[C:13](=[O:38])[C:14]([CH3:37])=[CH:15][C:16]([C:18]3[C:23]([O:24][C:25]4[CH:30]=[CH:29][C:28]([F:31])=[CH:27][C:26]=4[F:32])=[CH:22][N:21]=[C:20]([NH:5][S:2]([CH3:1])(=[O:4])=[O:3])[N:19]=3)=[CH:17]2)[CH2:10][CH2:9]1, predict the reactants needed to synthesize it. The reactants are: [CH3:1][S:2]([NH2:5])(=[O:4])=[O:3].[H-].[Na+].[CH:8]1([CH2:11][N:12]2[CH:17]=[C:16]([C:18]3[C:23]([O:24][C:25]4[CH:30]=[CH:29][C:28]([F:31])=[CH:27][C:26]=4[F:32])=[CH:22][N:21]=[C:20](S(C)(=O)=O)[N:19]=3)[CH:15]=[C:14]([CH3:37])[C:13]2=[O:38])[CH2:10][CH2:9]1.